Dataset: Forward reaction prediction with 1.9M reactions from USPTO patents (1976-2016). Task: Predict the product of the given reaction. (1) Given the reactants [N:1]1[CH:6]=[CH:5][N:4]=[CH:3][C:2]=1[C:7]1[N:11]2[CH2:12][CH2:13][NH:14][C:15](=O)[C:10]2=[N:9][N:8]=1.[NH:17]1[CH:21]=[N:20][CH:19]=[N:18]1.C(N(CC)CC)C.O(Cl)Cl.[P+5], predict the reaction product. The product is: [N:1]1[CH:6]=[CH:5][N:4]=[CH:3][C:2]=1[C:7]1[N:11]2[CH2:12][CH2:13][N:14]=[C:15]([N:17]3[CH:21]=[N:20][CH:19]=[N:18]3)[C:10]2=[N:9][N:8]=1. (2) Given the reactants [Cl:1][C:2]1[C:3]([C:10]2[CH:15]=[CH:14][C:13]([NH2:16])=[CH:12][CH:11]=2)=[C:4]([C:7]([NH2:9])=[O:8])[NH:5][CH:6]=1.[F:17][C:18]1[CH:23]=[CH:22][C:21]([C:24]([F:27])([F:26])[F:25])=[CH:20][C:19]=1[N:28]=[C:29]=[O:30], predict the reaction product. The product is: [Cl:1][C:2]1[C:3]([C:10]2[CH:15]=[CH:14][C:13]([NH:16][C:29]([NH:28][C:19]3[CH:20]=[C:21]([C:24]([F:25])([F:27])[F:26])[CH:22]=[CH:23][C:18]=3[F:17])=[O:30])=[CH:12][CH:11]=2)=[C:4]([C:7]([NH2:9])=[O:8])[NH:5][CH:6]=1. (3) Given the reactants C[O:2][C:3](=[O:17])[CH2:4][C:5]1[C:10]([C:11]([F:14])([F:13])[F:12])=[CH:9][C:8]([Cl:15])=[CH:7][C:6]=1[Cl:16].[Li+].[OH-].O, predict the reaction product. The product is: [Cl:16][C:6]1[CH:7]=[C:8]([Cl:15])[CH:9]=[C:10]([C:11]([F:13])([F:14])[F:12])[C:5]=1[CH2:4][C:3]([OH:17])=[O:2]. (4) The product is: [Br:1][C:2]1[CH:3]=[C:4]2[C:8](=[CH:9][CH:10]=1)[C:7](=[O:11])[NH:12][CH2:6][CH2:5]2. Given the reactants [Br:1][C:2]1[CH:3]=[C:4]2[C:8](=[CH:9][CH:10]=1)[C:7](=[O:11])[CH2:6][CH2:5]2.[N-:12]=[N+]=[N-].[Na+].[OH-].[Na+], predict the reaction product. (5) Given the reactants [CH2:1]([C:4]1[C:12]2[O:11][N:10]=[C:9]([C:13]([F:16])([F:15])[F:14])[C:8]=2[CH:7]=[CH:6][C:5]=1[O:17][CH2:18][CH2:19][CH2:20][NH:21][CH2:22][CH3:23])[CH2:2][CH3:3].[CH:24]([N:27]=[C:28]=[O:29])([CH3:26])[CH3:25], predict the reaction product. The product is: [CH:24]([NH:27][C:28](=[O:29])[N:21]([CH2:22][CH3:23])[CH2:20][CH2:19][CH2:18][O:17][C:5]1[CH:6]=[CH:7][C:8]2[C:9]([C:13]([F:15])([F:14])[F:16])=[N:10][O:11][C:12]=2[C:4]=1[CH2:1][CH2:2][CH3:3])([CH3:26])[CH3:25]. (6) Given the reactants [Cl:1][C:2]1[C:3]([C:18]2[S:22][C:21]([CH2:23][C:24]([O:26]C)=O)=[CH:20][CH:19]=2)=[N:4][C:5]2[C:10]([C:11]=1[C:12]1[CH:17]=[CH:16][CH:15]=[CH:14][CH:13]=1)=[CH:9][CH:8]=[CH:7][CH:6]=2.[NH3:28], predict the reaction product. The product is: [Cl:1][C:2]1[C:3]([C:18]2[S:22][C:21]([CH2:23][C:24]([NH2:28])=[O:26])=[CH:20][CH:19]=2)=[N:4][C:5]2[C:10]([C:11]=1[C:12]1[CH:17]=[CH:16][CH:15]=[CH:14][CH:13]=1)=[CH:9][CH:8]=[CH:7][CH:6]=2. (7) Given the reactants [CH3:1][N:2]([CH3:22])[C:3]([NH:5][C:6]1[CH:11]=[C:10]([O:12][C:13]2[CH:14]=[N:15][C:16]([N+:19]([O-])=O)=[CH:17][CH:18]=2)[CH:9]=[CH:8][N:7]=1)=[O:4].[NH4+].[Cl-], predict the reaction product. The product is: [NH2:19][C:16]1[N:15]=[CH:14][C:13]([O:12][C:10]2[CH:9]=[CH:8][N:7]=[C:6]([NH:5][C:3](=[O:4])[N:2]([CH3:1])[CH3:22])[CH:11]=2)=[CH:18][CH:17]=1. (8) Given the reactants [C:1]1([S:7]([O:10][C:11]2[CH:16]=[CH:15][C:14]([S:17][CH2:18][C:19]#[CH:20])=[CH:13][CH:12]=2)(=[O:9])=[O:8])[CH:6]=[CH:5][CH:4]=[CH:3][CH:2]=1.O.O.C1(C)C=CC(S(O)(=O)=[O:30])=CC=1, predict the reaction product. The product is: [C:1]1([S:7]([O:10][C:11]2[CH:12]=[CH:13][C:14]3[S:17][CH:18]=[C:19]([CH2:20][OH:30])[C:15]=3[CH:16]=2)(=[O:9])=[O:8])[CH:2]=[CH:3][CH:4]=[CH:5][CH:6]=1. (9) Given the reactants [CH2:1]([O:8][CH2:9][C@H:10]([C:12]1[C:13]([CH3:24])=[N:14][O:15][C:16]=1[C:17]1[CH:22]=[CH:21][C:20](Br)=[CH:19][CH:18]=1)[OH:11])[C:2]1[CH:7]=[CH:6][CH:5]=[CH:4][CH:3]=1.[CH2:25]([O:27][C:28]([C:30]1([C:33]2[CH:38]=[CH:37][C:36](B3OC(C)(C)C(C)(C)O3)=[CH:35][CH:34]=2)[CH2:32][CH2:31]1)=[O:29])[CH3:26], predict the reaction product. The product is: [CH2:25]([O:27][C:28]([C:30]1([C:33]2[CH:38]=[CH:37][C:36]([C:20]3[CH:21]=[CH:22][C:17]([C:16]4[O:15][N:14]=[C:13]([CH3:24])[C:12]=4[C@H:10]([OH:11])[CH2:9][O:8][CH2:1][C:2]4[CH:7]=[CH:6][CH:5]=[CH:4][CH:3]=4)=[CH:18][CH:19]=3)=[CH:35][CH:34]=2)[CH2:31][CH2:32]1)=[O:29])[CH3:26]. (10) Given the reactants [OH:1][C:2]1[C:7]([O:8][CH3:9])=[C:6]([O:10][CH3:11])[N:5]([CH2:12][C:13]2[CH:18]=[CH:17][C:16]([O:19][CH3:20])=[CH:15][CH:14]=2)[C:4](=[O:21])[C:3]=1[C:22](OC)=[O:23].[F:26][C:27]([F:42])([F:41])[C:28]1[CH:33]=[CH:32][C:31]([C:34]2[C:35]([NH2:40])=[CH:36][CH:37]=[CH:38][CH:39]=2)=[CH:30][CH:29]=1.N1C=CC=CC1=O, predict the reaction product. The product is: [OH:1][C:2]1[C:7]([O:8][CH3:9])=[C:6]([O:10][CH3:11])[N:5]([CH2:12][C:13]2[CH:14]=[CH:15][C:16]([O:19][CH3:20])=[CH:17][CH:18]=2)[C:4](=[O:21])[C:3]=1[C:22]([NH:40][C:35]1[CH:36]=[CH:37][CH:38]=[CH:39][C:34]=1[C:31]1[CH:32]=[CH:33][C:28]([C:27]([F:26])([F:41])[F:42])=[CH:29][CH:30]=1)=[O:23].